This data is from Full USPTO retrosynthesis dataset with 1.9M reactions from patents (1976-2016). The task is: Predict the reactants needed to synthesize the given product. (1) The reactants are: C[O:2][C:3](=[O:40])[CH2:4][C:5]([NH:7][C:8]1[CH:9]=[C:10]([S:14][CH:15]([C:25]2[CH:30]=[CH:29][C:28]([CH2:31][CH2:32][CH2:33][CH2:34][CH2:35][CH2:36][CH2:37][CH2:38][CH3:39])=[CH:27][CH:26]=2)[C:16](=[O:24])[CH2:17][CH2:18][CH2:19][C:20]([O:22]C)=[O:21])[CH:11]=[CH:12][CH:13]=1)=[O:6].[OH-].[Na+]. Given the product [C:3]([CH2:4][C:5]([NH:7][C:8]1[CH:9]=[C:10]([S:14][CH:15]([C:25]2[CH:26]=[CH:27][C:28]([CH2:31][CH2:32][CH2:33][CH2:34][CH2:35][CH2:36][CH2:37][CH2:38][CH3:39])=[CH:29][CH:30]=2)[C:16](=[O:24])[CH2:17][CH2:18][CH2:19][C:20]([OH:22])=[O:21])[CH:11]=[CH:12][CH:13]=1)=[O:6])([OH:40])=[O:2], predict the reactants needed to synthesize it. (2) Given the product [Cl:21][C:22]1[CH:30]=[CH:29][CH:28]=[C:27]([Cl:31])[C:23]=1[C:24]([N:6]1[CH:7]=[C:2]([F:1])[C:3]([N:9]=[CH:10][N:11]([CH3:13])[CH3:12])=[N:4][C:5]1=[O:8])=[O:25], predict the reactants needed to synthesize it. The reactants are: [F:1][C:2]1[C:3]([N:9]=[CH:10][N:11]([CH3:13])[CH3:12])=[N:4][C:5]([OH:8])=[N:6][CH:7]=1.C(N(CC)CC)C.[Cl:21][C:22]1[CH:30]=[CH:29][CH:28]=[C:27]([Cl:31])[C:23]=1[C:24](Cl)=[O:25]. (3) Given the product [CH2:12]([CH:15]1[CH2:20][CH2:19][N:18]([C:2]([O:4][C:5]2[CH:10]=[CH:9][C:8]([F:11])=[CH:7][CH:6]=2)=[O:3])[CH2:17][CH2:16]1)[C:13]#[CH:14], predict the reactants needed to synthesize it. The reactants are: Cl[C:2]([O:4][C:5]1[CH:10]=[CH:9][C:8]([F:11])=[CH:7][CH:6]=1)=[O:3].[CH2:12]([CH:15]1[CH2:20][CH2:19][N:18](C(OC(C)(C)C)=O)[CH2:17][CH2:16]1)[C:13]#[CH:14]. (4) Given the product [OH:13][NH:12][C:4](=[NH:5])[C:3]1[C:6]([F:11])=[CH:7][C:8]([F:10])=[CH:9][C:2]=1[F:1], predict the reactants needed to synthesize it. The reactants are: [F:1][C:2]1[CH:9]=[C:8]([F:10])[CH:7]=[C:6]([F:11])[C:3]=1[C:4]#[N:5].[NH2:12][OH:13]. (5) Given the product [N:20]1([CH2:2][C:3]2[CH:4]=[C:5]([CH:10]=[C:11]([I:13])[CH:12]=2)[C:6]([O:8][CH3:9])=[O:7])[CH:24]=[CH:23][N:22]=[CH:21]1, predict the reactants needed to synthesize it. The reactants are: Br[CH2:2][C:3]1[CH:4]=[C:5]([CH:10]=[C:11]([I:13])[CH:12]=1)[C:6]([O:8][CH3:9])=[O:7].C(=O)([O-])[O-].[K+].[K+].[NH:20]1[CH:24]=[CH:23][N:22]=[CH:21]1. (6) Given the product [C:1]([C:3]1[CH:4]=[CH:5][C:6]([C@@H:12]2[C:17]([C:18]#[N:19])=[C:16]([CH3:20])[N:15]([C:21]3[CH:26]=[CH:25][CH:24]=[C:23]([C:27]([F:29])([F:30])[F:28])[CH:22]=3)[C:14](=[O:31])[N:13]2[CH3:32])=[C:7]([S:9]([CH2:35][CH:36]2[CH2:39][CH2:38][CH2:37]2)(=[O:11])=[O:10])[CH:8]=1)#[N:2], predict the reactants needed to synthesize it. The reactants are: [C:1]([C:3]1[CH:4]=[CH:5][C:6]([C@@H:12]2[C:17]([C:18]#[N:19])=[C:16]([CH3:20])[N:15]([C:21]3[CH:26]=[CH:25][CH:24]=[C:23]([C:27]([F:30])([F:29])[F:28])[CH:22]=3)[C:14](=[O:31])[N:13]2[CH3:32])=[C:7]([S:9]([O-:11])=[O:10])[CH:8]=1)#[N:2].[Na+].Br[CH2:35][CH:36]1[CH2:39][CH2:38][CH2:37]1.